This data is from Catalyst prediction with 721,799 reactions and 888 catalyst types from USPTO. The task is: Predict which catalyst facilitates the given reaction. (1) Product: [C:1]1([C:7]2([CH2:20][NH:17][C:15](=[O:24])[CH3:16])[CH2:8][CH2:9][CH2:10][CH2:11][CH2:12]2)[CH:2]=[CH:3][CH:4]=[CH:5][CH:6]=1. The catalyst class is: 13. Reactant: [C:1]1([C:7]2(NC)[CH2:12][CH2:11][CH2:10][CH2:9][CH2:8]2)[CH:6]=[CH:5][CH:4]=[CH:3][CH:2]=1.[CH2:15]([N:17]([CH2:20]C)CC)[CH3:16].C(OC(=O)C)(=[O:24])C. (2) Reactant: [NH2:1][C@@H:2]([CH:27]([CH3:29])[CH3:28])[C:3]([NH:5][CH2:6][CH2:7][C:8]1[CH:13]=[CH:12][C:11]([O:14][CH2:15][CH2:16][CH2:17][C:18]2[CH:23]=[CH:22][C:21]([Cl:24])=[CH:20][CH:19]=2)=[C:10]([O:25][CH3:26])[CH:9]=1)=[O:4].C(N(CC)CC)C.[CH3:37][S:38](Cl)(=[O:40])=[O:39].O. Product: [CH3:37][S:38]([C@@:2]([NH2:1])([CH:27]([CH3:29])[CH3:28])[C:3]([NH:5][CH2:6][CH2:7][C:8]1[CH:13]=[CH:12][C:11]([O:14][CH2:15][CH2:16][CH2:17][C:18]2[CH:19]=[CH:20][C:21]([Cl:24])=[CH:22][CH:23]=2)=[C:10]([O:25][CH3:26])[CH:9]=1)=[O:4])(=[O:40])=[O:39]. The catalyst class is: 12. (3) Reactant: [CH:1]1([CH:7]([NH:18][C:19]2[CH:20]=[CH:21][C:22]([C:25]([OH:27])=O)=[N:23][CH:24]=2)[C:8]2[S:9][C:10]3[CH:17]=[CH:16][CH:15]=[CH:14][C:11]=3[C:12]=2[CH3:13])[CH2:6][CH2:5][CH2:4][CH2:3][CH2:2]1.Cl.[CH2:29]([O:31][C:32](=[O:36])[CH2:33][CH2:34][NH2:35])[CH3:30].O.ON1C2C=CC=CC=2N=N1.Cl.C(N=C=NCCCN(C)C)C.[Cl-].[NH4+]. Product: [CH:1]1([CH:7]([NH:18][C:19]2[CH:20]=[CH:21][C:22]([C:25]([NH:35][CH2:34][CH2:33][C:32]([O:31][CH2:29][CH3:30])=[O:36])=[O:27])=[N:23][CH:24]=2)[C:8]2[S:9][C:10]3[CH:17]=[CH:16][CH:15]=[CH:14][C:11]=3[C:12]=2[CH3:13])[CH2:2][CH2:3][CH2:4][CH2:5][CH2:6]1. The catalyst class is: 289. (4) Reactant: [OH:1][C:2]1[CH:7]=[C:6]([CH3:8])[C:5]([NH:9][CH:10]=[O:11])=[C:4]([CH3:12])[C:3]=1[CH3:13].[OH-].[K+].S(OC)(O[CH3:20])(=O)=O. Product: [CH3:20][O:1][C:2]1[CH:7]=[C:6]([CH3:8])[C:5]([NH:9][CH:10]=[O:11])=[C:4]([CH3:12])[C:3]=1[CH3:13]. The catalyst class is: 5.